From a dataset of Forward reaction prediction with 1.9M reactions from USPTO patents (1976-2016). Predict the product of the given reaction. Given the reactants C[C:2]([CH3:5])([O-:4])C.[K+].[N+:7]([C:10]1[CH:11]=[N:12][CH:13]=[CH:14][CH:15]=1)([O-:9])=[O:8].Cl[CH2:17][C:18](OC)=[O:19].[Cl-].[NH4+], predict the reaction product. The product is: [N+:7]([C:10]1[CH:11]=[N:12][CH:13]=[CH:14][C:15]=1[CH2:17][C:18]([O:4][CH2:2][CH3:5])=[O:19])([O-:9])=[O:8].